From a dataset of Full USPTO retrosynthesis dataset with 1.9M reactions from patents (1976-2016). Predict the reactants needed to synthesize the given product. (1) Given the product [F:19][C:16]([F:17])([F:18])[C:13]1[CH:14]=[CH:15][C:10]([C:5]2[CH:6]=[CH:7][C:8]3[NH:9][S:20](=[O:22])(=[O:21])[NH:1][CH2:2][C:3]=3[CH:4]=2)=[CH:11][CH:12]=1, predict the reactants needed to synthesize it. The reactants are: [NH2:1][CH2:2][C:3]1[CH:4]=[C:5]([C:10]2[CH:15]=[CH:14][C:13]([C:16]([F:19])([F:18])[F:17])=[CH:12][CH:11]=2)[CH:6]=[CH:7][C:8]=1[NH2:9].[S:20](N)(N)(=[O:22])=[O:21]. (2) Given the product [Cl:14][C:11]1[CH:12]=[CH:13][C:8]([CH:5]([CH2:6][CH3:7])[C:4]([NH:17][NH2:18])=[O:3])=[CH:9][CH:10]=1, predict the reactants needed to synthesize it. The reactants are: C([O:3][C:4](=O)[CH:5]([C:8]1[CH:13]=[CH:12][C:11]([Cl:14])=[CH:10][CH:9]=1)[CH2:6][CH3:7])C.O.[NH2:17][NH2:18]. (3) Given the product [NH2:11][C:9]1[S:10][C:6]2[C:5]3[N:27]=[C:25]([N:24]([CH2:28][CH3:29])[CH2:22][CH3:23])[N:26]=[CH:3][C:4]=3[CH2:17][CH2:16][C:7]=2[N:8]=1, predict the reactants needed to synthesize it. The reactants are: CN(C)/[CH:3]=[C:4]1/[C:5](=O)[C:6]2[S:10][C:9]([N:11]=CN(C)C)=[N:8][C:7]=2[CH2:16][CH2:17]/1.[OH-].[Na+].[CH2:22]([N:24]([CH2:28][CH3:29])[C:25]([NH2:27])=[NH:26])[CH3:23].